This data is from Forward reaction prediction with 1.9M reactions from USPTO patents (1976-2016). The task is: Predict the product of the given reaction. (1) The product is: [C:1]([O:5][C:6]([N:8]1[CH2:13][CH2:12][N:11]([C:14]2[CH:19]=[CH:18][CH:17]=[C:16]([C:38]3[CH:29]=[CH:30][C:31]4[C:32]([CH3:42])([CH3:41])[CH2:33][CH2:34][C:35]([CH3:40])([CH3:39])[C:36]=4[CH:37]=3)[CH:15]=2)[CH2:10][CH2:9]1)=[O:7])([CH3:4])([CH3:3])[CH3:2]. Given the reactants [C:1]([O:5][C:6]([N:8]1[CH2:13][CH2:12][N:11]([C:14]2[CH:19]=[CH:18][CH:17]=[C:16](Br)[CH:15]=2)[CH2:10][CH2:9]1)=[O:7])([CH3:4])([CH3:3])[CH3:2].CC1(C)C(C)(C)OB([C:29]2[CH:38]=[CH:37][C:36]3[C:35]([CH3:40])([CH3:39])[CH2:34][CH2:33][C:32]([CH3:42])([CH3:41])[C:31]=3[CH:30]=2)O1, predict the reaction product. (2) Given the reactants [CH2:1]([O:3][CH2:4][CH2:5][CH2:6][N:7]1[CH2:12][CH2:11][C:10](=O)[CH2:9][CH2:8]1)[CH3:2].Cl.[NH2:15][OH:16], predict the reaction product. The product is: [CH2:1]([O:3][CH2:4][CH2:5][CH2:6][N:7]1[CH2:12][CH2:11][C:10](=[N:15][OH:16])[CH2:9][CH2:8]1)[CH3:2].